This data is from Full USPTO retrosynthesis dataset with 1.9M reactions from patents (1976-2016). The task is: Predict the reactants needed to synthesize the given product. (1) Given the product [C:32]([O:36][C:37]([N:39]1[CH2:40][CH2:41][CH:42]([O:45][CH2:46][CH:47]([N:51]2[CH2:20][CH2:19][C:5]3[C:4](=[CH:9][C:8]([O:10][C:11]4[CH:16]=[CH:15][C:14]([F:17])=[CH:13][C:12]=4[F:18])=[CH:7][CH:6]=3)[C:3]2=[O:24])[CH:48]([CH3:49])[CH3:50])[CH2:43][CH2:44]1)=[O:38])([CH3:35])([CH3:34])[CH3:33], predict the reactants needed to synthesize it. The reactants are: CO[C:3](=[O:24])[C:4]1[CH:9]=[C:8]([O:10][C:11]2[CH:16]=[CH:15][C:14]([F:17])=[CH:13][C:12]=2[F:18])[CH:7]=[CH:6][C:5]=1[CH:19]=[CH:20]OCC.C(O)(C(F)(F)F)=O.[C:32]([O:36][C:37]([N:39]1[CH2:44][CH2:43][CH:42]([O:45][CH2:46][CH:47]([NH2:51])[CH:48]([CH3:50])[CH3:49])[CH2:41][CH2:40]1)=[O:38])([CH3:35])([CH3:34])[CH3:33].CCN(C(C)C)C(C)C.C(O[BH-](OC(=O)C)OC(=O)C)(=O)C.[Na+]. (2) Given the product [CH2:14]([C:11]1[CH:12]=[CH:13][C:8]([S:7][C:1]2[CH:6]=[CH:5][CH:4]=[CH:3][CH:2]=2)=[CH:9][CH:10]=1)[CH2:15][CH2:16][CH3:17], predict the reactants needed to synthesize it. The reactants are: [C:1]1([S:7][C:8]2[CH:13]=[CH:12][C:11]([C:14](=O)[CH2:15][CH2:16][CH3:17])=[CH:10][CH:9]=2)[CH:6]=[CH:5][CH:4]=[CH:3][CH:2]=1.[Al+3].[Cl-].[Cl-].[Cl-].[BH4-].[Na+]. (3) Given the product [Br:10][C:11]1[CH:16]=[CH:15][CH:14]=[C:13]([F:17])[C:12]=1[N+:18]([O-:6])=[O:5], predict the reactants needed to synthesize it. The reactants are: B1([O-])OO1.[OH2:5].[OH2:6].O.O.[Na+].[Br:10][C:11]1[CH:16]=[CH:15][CH:14]=[C:13]([F:17])[C:12]=1[NH2:18].